Dataset: Full USPTO retrosynthesis dataset with 1.9M reactions from patents (1976-2016). Task: Predict the reactants needed to synthesize the given product. (1) Given the product [ClH:62].[ClH:62].[ClH:62].[ClH:62].[ClH:62].[NH2:31][C@H:27]1[CH2:26][C:25]2[CH:39]=[C:21]([CH:22]=[CH:23][C:24]=2[OH:40])[C:20]2=[CH:41][C:16](=[C:17]([OH:42])[CH:18]=[CH:19]2)[CH2:15][C@@H:14]([C:43]([NH:45][C@H:46]([C:54]([NH:56][CH2:57][CH2:58][NH2:59])=[O:55])[CH2:47][CH2:48][CH2:49][NH:50][C:51]([NH2:53])=[NH:52])=[O:44])[NH:13][C:12](=[O:60])[C@H:11]([CH2:10][CH2:9][CH2:8][NH2:7])[NH:29][C:28]1=[O:30], predict the reactants needed to synthesize it. The reactants are: C(OC(=O)[NH:7][CH2:8][CH2:9][CH2:10][C@@H:11]1[NH:29][C:28](=[O:30])[C@@H:27]([NH:31]C(OC(C)(C)C)=O)[CH2:26][C:25]2[CH:39]=[C:21]([CH:22]=[CH:23][C:24]=2[OH:40])[C:20]2=[CH:41][C:16](=[C:17]([OH:42])[CH:18]=[CH:19]2)[CH2:15][C@@H:14]([C:43]([NH:45][C@H:46]([C:54]([NH:56][CH2:57][CH2:58][NH2:59])=[O:55])[CH2:47][CH2:48][CH2:49][NH:50][C:51]([NH2:53])=[NH:52])=[O:44])[NH:13][C:12]1=[O:60])(C)(C)C.[ClH:62]. (2) Given the product [CH3:40][Si:37]([CH3:38])([CH3:39])[CH2:36][CH2:35][O:34][CH2:33][N:7]([CH2:6][O:5][CH2:4][CH2:3][Si:2]([CH3:1])([CH3:42])[CH3:41])[C:8]1[N:13]2[N:14]=[CH:15][CH:16]=[C:12]2[N:11]=[C:10]([CH:17]2[CH2:18][CH:19]3[N:25]([C:26]([O:28][C:29]([CH3:32])([CH3:31])[CH3:30])=[O:27])[CH:23]([CH2:22][O:21][CH2:20]3)[CH2:24]2)[CH:9]=1, predict the reactants needed to synthesize it. The reactants are: [CH3:1][Si:2]([CH3:42])([CH3:41])[CH2:3][CH2:4][O:5][CH2:6][N:7]([CH2:33][O:34][CH2:35][CH2:36][Si:37]([CH3:40])([CH3:39])[CH3:38])[C:8]1[N:13]2[N:14]=[CH:15][CH:16]=[C:12]2[N:11]=[C:10]([C:17]2[CH2:24][CH:23]3[N:25]([C:26]([O:28][C:29]([CH3:32])([CH3:31])[CH3:30])=[O:27])[CH:19]([CH2:20][O:21][CH2:22]3)[CH:18]=2)[CH:9]=1.[H][H]. (3) Given the product [Cl:1][C:2]1[C:3]([N:27]([CH3:28])[CH3:29])=[CH:4][C:5]2[N:11]=[C:10]([C:12]3[CH:17]=[CH:16][CH:15]=[C:14]([N:18]4[C:22]([CH2:42][N:36]5[CH2:40][CH2:39][CH2:38][CH2:37]5)=[CH:21][N:20]=[N:19]4)[CH:13]=3)[CH2:9][C:8](=[O:25])[NH:7][C:6]=2[CH:26]=1, predict the reactants needed to synthesize it. The reactants are: [Cl:1][C:2]1[C:3]([N:27]([CH3:29])[CH3:28])=[CH:4][C:5]2[N:11]=[C:10]([C:12]3[CH:17]=[CH:16][CH:15]=[C:14]([N:18]4[C:22](O)=[C:21](C)[N:20]=[N:19]4)[CH:13]=3)[CH2:9][C:8](=[O:25])[NH:7][C:6]=2[CH:26]=1.O=S(Cl)Cl.[Na+].[I-].[NH:36]1[CH2:40][CH2:39][CH2:38][CH2:37]1.[Cl-].[CH2:42](Cl)Cl. (4) Given the product [C:23]1([C:29]2[O:33][C:32]([C:34]([NH:1][C:2]3[CH:3]=[CH:4][C:5]([C:8]4[S:12][C:11]([CH:13]5[CH2:14][CH2:15][CH:16]([C:19]([O:21][CH3:22])=[O:20])[CH2:17][CH2:18]5)=[N:10][CH:9]=4)=[CH:6][CH:7]=3)=[O:35])=[N:31][CH:30]=2)[CH:24]=[CH:25][CH:26]=[CH:27][CH:28]=1, predict the reactants needed to synthesize it. The reactants are: [NH2:1][C:2]1[CH:7]=[CH:6][C:5]([C:8]2[S:12][C:11]([CH:13]3[CH2:18][CH2:17][CH:16]([C:19]([O:21][CH3:22])=[O:20])[CH2:15][CH2:14]3)=[N:10][CH:9]=2)=[CH:4][CH:3]=1.[C:23]1([C:29]2[O:33][C:32]([C:34](Cl)=[O:35])=[N:31][CH:30]=2)[CH:28]=[CH:27][CH:26]=[CH:25][CH:24]=1. (5) Given the product [Cl:25][C:4]1[CH:3]=[C:2]([C:34]2[CH:35]=[C:36]3[C:40](=[CH:41][CH:42]=2)[NH:39][CH:38]=[CH:37]3)[CH:7]=[CH:6][C:5]=1[N:8]1[C:12]([CH2:13][C@@H:14]2[CH2:18][CH2:17][N:16]([C:19]([CH:21]3[CH2:23][CH2:22]3)=[O:20])[CH2:15]2)=[N:11][NH:10][C:9]1=[O:24], predict the reactants needed to synthesize it. The reactants are: Br[C:2]1[CH:7]=[CH:6][C:5]([N:8]2[C:12]([CH2:13][C@@H:14]3[CH2:18][CH2:17][N:16]([C:19]([CH:21]4[CH2:23][CH2:22]4)=[O:20])[CH2:15]3)=[N:11][NH:10][C:9]2=[O:24])=[C:4]([Cl:25])[CH:3]=1.CC1(C)C(C)(C)OB([C:34]2[CH:35]=[C:36]3[C:40](=[CH:41][CH:42]=2)[NH:39][CH:38]=[CH:37]3)O1.C(=O)([O-])[O-].[K+].[K+]. (6) Given the product [NH2:12][C:10]1[S:11][C:7]([C:5]2[CH:4]=[CH:3][N:34]=[C:32]([NH:31][C:28]3[CH:29]=[CH:30][C:25]([N:19]4[CH2:20][CH2:21][CH2:22][CH2:23][CH2:24]4)=[CH:26][CH:27]=3)[N:33]=2)=[C:8]([CH3:17])[N:9]=1, predict the reactants needed to synthesize it. The reactants are: CN(C)[CH:3]=[CH:4][C:5]([C:7]1[S:11][C:10]([N:12]=CN(C)C)=[N:9][C:8]=1[CH3:17])=O.[N:19]1([C:25]2[CH:30]=[CH:29][C:28]([NH:31][C:32]([NH2:34])=[NH:33])=[CH:27][CH:26]=2)[CH2:24][CH2:23][CH2:22][CH2:21][CH2:20]1. (7) Given the product [F:1][C:2]1([F:15])[CH2:6][CH2:5][CH:4]([NH2:7])[CH2:3]1.[C:19]([OH:25])([C:21]([F:24])([F:23])[F:22])=[O:20], predict the reactants needed to synthesize it. The reactants are: [F:1][C:2]1([F:15])[CH2:6][CH2:5][CH:4]([NH:7]C(=O)OC(C)(C)C)[CH2:3]1.C(Cl)Cl.[C:19]([OH:25])([C:21]([F:24])([F:23])[F:22])=[O:20]. (8) Given the product [C:13]([CH:12]=[C:11]([C:15]1[CH:16]=[C:17]([O:21][S:22](=[O:25])(=[O:24])[NH2:23])[CH:18]=[CH:19][CH:20]=1)[C:5]1[CH:6]=[C:7]([O:9][CH3:10])[CH:8]=[C:3]([O:2][CH3:1])[CH:4]=1)#[N:14], predict the reactants needed to synthesize it. The reactants are: [CH3:1][O:2][C:3]1[CH:4]=[C:5]([C:11]([C:15]2[CH:20]=[CH:19][CH:18]=[C:17]([OH:21])[CH:16]=2)=[CH:12][C:13]#[N:14])[CH:6]=[C:7]([O:9][CH3:10])[CH:8]=1.[S:22](Cl)(=[O:25])(=[O:24])[NH2:23].C(Cl)Cl.O. (9) Given the product [CH3:15][C:16]1[C:24]2[C:19](=[CH:20][CH:21]=[CH:22][CH:23]=2)[NH:18][C:17]=1[CH:25]=[C:8]1[C:7]2[C:11](=[CH:12][CH:13]=[C:5]([S:2]([NH2:1])(=[O:4])=[O:3])[CH:6]=2)[NH:10][C:9]1=[O:14], predict the reactants needed to synthesize it. The reactants are: [NH2:1][S:2]([C:5]1[CH:6]=[C:7]2[C:11](=[CH:12][CH:13]=1)[NH:10][C:9](=[O:14])[CH2:8]2)(=[O:4])=[O:3].[CH3:15][C:16]1[C:24]2[C:19](=[CH:20][CH:21]=[CH:22][CH:23]=2)[NH:18][C:17]=1[CH:25]=O.N1CCCCC1. (10) Given the product [F:1][C:2]1[CH:3]=[CH:4][C:5]([O:6][C:7]([CH3:23])([CH3:22])[CH2:8][O:9][C:10]2[CH:15]=[CH:14][N:13]3[C:29]([CH2:28][C:27]([F:33])([F:32])[F:26])=[N:17][N:16]=[C:12]3[C:11]=2[C:18]([F:21])([F:19])[F:20])=[CH:24][CH:25]=1, predict the reactants needed to synthesize it. The reactants are: [F:1][C:2]1[CH:25]=[CH:24][C:5]([O:6][C:7]([CH3:23])([CH3:22])[CH2:8][O:9][C:10]2[CH:15]=[CH:14][N:13]=[C:12]([NH:16][NH2:17])[C:11]=2[C:18]([F:21])([F:20])[F:19])=[CH:4][CH:3]=1.[F:26][C:27]([F:33])([F:32])[CH2:28][C:29](Cl)=O.